From a dataset of Forward reaction prediction with 1.9M reactions from USPTO patents (1976-2016). Predict the product of the given reaction. Given the reactants [CH:1]([NH:4][CH2:5][C@@H:6]1[C@H:10]2[O:11][C:12]([CH3:15])([CH3:14])[O:13][C@H:9]2[C@H:8]([N:16]2[CH:24]=[N:23][C:22]3[C:17]2=[N:18][CH:19]=[N:20][C:21]=3[NH2:25])[O:7]1)([CH3:3])[CH3:2].O=[CH:27][CH2:28][CH2:29][CH2:30][NH:31][C:32](=[O:41])[O:33][CH2:34][C:35]1[CH:40]=[CH:39][CH:38]=[CH:37][CH:36]=1.[BH-](OC(C)=O)(OC(C)=O)OC(C)=O.[Na+].C([O-])(O)=O.[Na+], predict the reaction product. The product is: [NH2:25][C:21]1[N:20]=[CH:19][N:18]=[C:17]2[C:22]=1[N:23]=[CH:24][N:16]2[C@H:8]1[C@@H:9]2[O:13][C:12]([CH3:15])([CH3:14])[O:11][C@@H:10]2[C@@H:6]([CH2:5][N:4]([CH:1]([CH3:3])[CH3:2])[CH2:27][CH2:28][CH2:29][CH2:30][NH:31][C:32](=[O:41])[O:33][CH2:34][C:35]2[CH:40]=[CH:39][CH:38]=[CH:37][CH:36]=2)[O:7]1.